Dataset: Forward reaction prediction with 1.9M reactions from USPTO patents (1976-2016). Task: Predict the product of the given reaction. (1) Given the reactants [Cl:1][C:2]1[CH:3]=[CH:4][C:5]([N+:21]([O-])=O)=[C:6]([CH:20]=1)[O:7][C:8]1[CH:13]=[CH:12][CH:11]=[CH:10][C:9]=1[C:14]1[CH:19]=[CH:18][CH:17]=[CH:16][CH:15]=1.[Cl-].[NH4+].C(O)C, predict the reaction product. The product is: [C:9]1([C:14]2[CH:15]=[CH:16][CH:17]=[CH:18][CH:19]=2)[CH:10]=[CH:11][CH:12]=[CH:13][C:8]=1[O:7][C:6]1[CH:20]=[C:2]([Cl:1])[CH:3]=[CH:4][C:5]=1[NH2:21]. (2) Given the reactants Cl[C:2]1[N:7]=[CH:6][C:5]([C:8]2[C:16]3[C:11](=[CH:12][C:13]([F:17])=[CH:14][CH:15]=3)[N:10]([S:18]([C:21]3[CH:26]=[CH:25][CH:24]=[CH:23][CH:22]=3)(=[O:20])=[O:19])[CH:9]=2)=[CH:4][CH:3]=1.FC1C=C2C(C(I)=CN2S(C2C=CC=CC=2)(=O)=O)=CC=1.[Br:47]C1C=CC(B(O)O)=CN=1, predict the reaction product. The product is: [Br:47][C:2]1[N:7]=[CH:6][C:5]([C:8]2[C:16]3[C:11](=[CH:12][C:13]([F:17])=[CH:14][CH:15]=3)[N:10]([S:18]([C:21]3[CH:26]=[CH:25][CH:24]=[CH:23][CH:22]=3)(=[O:20])=[O:19])[CH:9]=2)=[CH:4][CH:3]=1. (3) Given the reactants O=[C:2]([CH2:8][C:9]1[CH:14]=[CH:13][CH:12]=[CH:11][CH:10]=1)[CH2:3][C:4]([O:6][CH3:7])=[O:5].C([O-])(=O)C.[NH4+:19], predict the reaction product. The product is: [NH2:19][C@H:2]([CH2:8][C:9]1[CH:14]=[CH:13][CH:12]=[CH:11][CH:10]=1)[CH2:3][C:4]([O:6][CH3:7])=[O:5]. (4) Given the reactants [CH:1]1([O:6][C:7](=[O:55])[C@@H:8]([NH:47]C(OC(C)(C)C)=O)[CH2:9][CH2:10][CH2:11][O:12][C:13]2[CH:22]=[C:21]3[C:16]([C:17]([O:23][C:24]4[CH:29]=[CH:28][C:27]([NH:30][C:31]([NH:33][C:34]5[CH:39]=[CH:38][C:37]([C:40]([F:43])([F:42])[F:41])=[CH:36][CH:35]=5)=[O:32])=[CH:26][C:25]=4[F:44])=[CH:18][CH:19]=[N:20]3)=[CH:15][C:14]=2[O:45][CH3:46])[CH2:5][CH2:4][CH2:3][CH2:2]1.Cl, predict the reaction product. The product is: [CH:1]1([O:6][C:7](=[O:55])[C@H:8]([NH2:47])[CH2:9][CH2:10][CH2:11][O:12][C:13]2[CH:22]=[C:21]3[C:16]([C:17]([O:23][C:24]4[CH:29]=[CH:28][C:27]([NH:30][C:31]([NH:33][C:34]5[CH:35]=[CH:36][C:37]([C:40]([F:43])([F:41])[F:42])=[CH:38][CH:39]=5)=[O:32])=[CH:26][C:25]=4[F:44])=[CH:18][CH:19]=[N:20]3)=[CH:15][C:14]=2[O:45][CH3:46])[CH2:2][CH2:3][CH2:4][CH2:5]1. (5) Given the reactants [CH3:1][N:2]1[C:6]2[CH:7]=[CH:8][CH:9]=[CH:10][C:5]=2[N:4]=[C:3]1[C:11]1[C:16]([CH3:17])=[CH:15][CH:14]=[CH:13][N:12]=1.C1C=C(Cl)C=C(C(OO)=[O:26])C=1.[OH-].[Na+], predict the reaction product. The product is: [CH3:1][N:2]1[C:6]2[CH:7]=[CH:8][CH:9]=[CH:10][C:5]=2[N:4]=[C:3]1[C:11]1[C:16]([CH3:17])=[CH:15][CH:14]=[CH:13][N+:12]=1[O-:26]. (6) Given the reactants C[N+]1([O-])CC[O:5]CC1.[CH:9]1([NH:14][C:15]([C:17]2[N:18]=[CH:19][N:20]3[C:25]4[CH:26]=[CH:27][CH:28]=[C:29](CC=C)[C:24]=4[O:23][CH2:22][C:21]=23)=[O:16])[CH2:13][CH2:12][CH2:11][CH2:10]1.[CH3:33][C:34]([CH3:36])=[O:35].O, predict the reaction product. The product is: [OH:35][CH:34]([CH2:36][OH:5])[CH2:33][C:29]1[C:24]2[O:23][CH2:22][C:21]3=[C:17]([C:15]([NH:14][CH:9]4[CH2:13][CH2:12][CH2:11][CH2:10]4)=[O:16])[N:18]=[CH:19][N:20]3[C:25]=2[CH:26]=[CH:27][CH:28]=1. (7) The product is: [C:37]([OH:44])(=[O:43])/[CH:38]=[CH:39]\[C:40]([OH:42])=[O:41].[C:37]([OH:44])(=[O:43])/[CH:38]=[CH:39]\[C:40]([OH:42])=[O:41].[C:37]([OH:44])(=[O:43])/[CH:38]=[CH:39]\[C:40]([OH:42])=[O:41].[CH3:1][N:2]1[CH2:7][CH2:6][N:5]([C@@H:8]2[CH2:13][CH2:12][C@H:11]([N:14]3[C:18]4=[N:19][CH:20]=[N:21][C:22]([NH2:23])=[C:17]4[C:16]([C:24]4[CH:25]=[CH:26][C:27]([O:30][C:31]5[N:32]=[CH:33][CH:34]=[CH:35][N:36]=5)=[CH:28][CH:29]=4)=[N:15]3)[CH2:10][CH2:9]2)[CH2:4][CH2:3]1. Given the reactants [CH3:1][N:2]1[CH2:7][CH2:6][N:5]([C@@H:8]2[CH2:13][CH2:12][C@H:11]([N:14]3[C:18]4=[N:19][CH:20]=[N:21][C:22]([NH2:23])=[C:17]4[C:16]([C:24]4[CH:29]=[CH:28][C:27]([O:30][C:31]5[N:36]=[CH:35][CH:34]=[CH:33][N:32]=5)=[CH:26][CH:25]=4)=[N:15]3)[CH2:10][CH2:9]2)[CH2:4][CH2:3]1.[C:37]([OH:44])(=[O:43])/[CH:38]=[CH:39]\[C:40]([OH:42])=[O:41], predict the reaction product.